From a dataset of Reaction yield outcomes from USPTO patents with 853,638 reactions. Predict the reaction yield, written as a fraction of the theoretical maximum amount of product (1.0 means a 100% yield; for example, 0.34 means a 34% yield). (1) The reactants are [CH2:1]([O:3][C:4](=[O:41])[C:5]([CH2:26][CH2:27][CH2:28][CH2:29][C:30]([CH3:40])([CH3:39])[CH2:31][O:32]C1CCCCO1)([CH2:11][CH2:12][CH2:13][CH2:14][C:15]([CH3:25])([CH3:24])[CH2:16][O:17]C1CCCCO1)[C:6]([O:8][CH2:9][CH3:10])=[O:7])[CH3:2].C(O)C. The catalyst is Cl.O. The product is [CH2:9]([O:8][C:6](=[O:7])[C:5]([CH2:26][CH2:27][CH2:28][CH2:29][C:30]([CH3:39])([CH3:40])[CH2:31][OH:32])([CH2:11][CH2:12][CH2:13][CH2:14][C:15]([CH3:24])([CH3:25])[CH2:16][OH:17])[C:4]([O:3][CH2:1][CH3:2])=[O:41])[CH3:10]. The yield is 0.840. (2) The reactants are Br[CH2:2][C:3](=[C:5]([C:11]([O:13][CH2:14][CH3:15])=[O:12])[C:6]([O:8][CH2:9][CH3:10])=[O:7])[CH3:4].CC(C)([O-])C.[K+].C(O)(=O)C. The catalyst is C(O)(C)(C)C. The product is [CH2:2]=[C:3]1[CH2:4][C:5]1([C:11]([O:13][CH2:14][CH3:15])=[O:12])[C:6]([O:8][CH2:9][CH3:10])=[O:7]. The yield is 0.230. (3) The reactants are [C:1]1([S:11]([NH2:14])(=[O:13])=[O:12])[C:2]([S:7]([NH2:10])(=[O:9])=[O:8])=[CH:3][CH:4]=[CH:5][CH:6]=1.[Br:15][C:16]1[CH:24]=[CH:23][C:19]([C:20](O)=[O:21])=[C:18]([F:25])[CH:17]=1.Cl.CN(C)CCCN=C=NCC.O. The catalyst is CN(C)C1C=CN=CC=1.CN(C)C=O. The product is [Br:15][C:16]1[CH:24]=[CH:23][C:19]([C:20]([NH:10][S:7]([C:2]2[CH:3]=[CH:4][CH:5]=[CH:6][C:1]=2[S:11](=[O:13])(=[O:12])[NH2:14])(=[O:9])=[O:8])=[O:21])=[C:18]([F:25])[CH:17]=1. The yield is 0.910. (4) The reactants are [F:1][C:2]1[CH:20]=[C:19]([C:21]([F:24])([F:23])[F:22])[CH:18]=[CH:17][C:3]=1[C:4]([NH:6][CH2:7][CH2:8][N:9]1[CH:13]=[C:12]([C:14]([OH:16])=O)[N:11]=[N:10]1)=[O:5].[B:25]1([C@@H:38]([NH2:46])[CH2:39][C:40]2[CH:45]=[CH:44][CH:43]=[CH:42][CH:41]=2)[O:33][C@:32]2([CH3:34])[C@@H:27]([CH2:28][C@H:29]3[C:35]([CH3:37])([CH3:36])[C@@H:31]2[CH2:30]3)[O:26]1.Cl.C(N(CC)C(C)C)(C)C.CN(C(ON1N=NC2C=CC=NC1=2)=[N+](C)C)C.F[P-](F)(F)(F)(F)F. The catalyst is CN(C=O)C. The product is [C:40]1([CH2:39][C@H:38]([NH:46][C:14]([C:12]2[N:11]=[N:10][N:9]([CH2:8][CH2:7][NH:6][C:4](=[O:5])[C:3]3[CH:17]=[CH:18][C:19]([C:21]([F:24])([F:22])[F:23])=[CH:20][C:2]=3[F:1])[CH:13]=2)=[O:16])[B:25]2[O:26][C@H:27]3[C@:32]([CH3:34])([C@H:31]4[CH2:30][C@@H:29]([CH2:28]3)[C:35]4([CH3:36])[CH3:37])[O:33]2)[CH:45]=[CH:44][CH:43]=[CH:42][CH:41]=1. The yield is 0.490. (5) The reactants are C(Cl)(=O)C(Cl)=O.[CH3:7][O:8][C:9]([C:11]1[CH:19]=[CH:18][C:14]([C:15]([OH:17])=O)=[CH:13][CH:12]=1)=[O:10].[CH3:20][N:21]1[CH2:26][CH2:25][NH:24][CH2:23][CH2:22]1.N1C=CC=CC=1. The catalyst is C(Cl)Cl.CN(C=O)C. The product is [CH3:20][N:21]1[CH2:26][CH2:25][N:24]([C:15]([C:14]2[CH:13]=[CH:12][C:11]([C:9]([O:8][CH3:7])=[O:10])=[CH:19][CH:18]=2)=[O:17])[CH2:23][CH2:22]1. The yield is 0.611. (6) The reactants are B(Br)(Br)Br.C[O:6][C:7]1[CH:12]=[CH:11][C:10]([CH2:13]/[CH:14]=[CH:15]/[C:16]([O:18][CH3:19])=[O:17])=[CH:9][CH:8]=1. The catalyst is C(Cl)Cl. The product is [OH:6][C:7]1[CH:8]=[CH:9][C:10]([CH2:13]/[CH:14]=[CH:15]/[C:16]([O:18][CH3:19])=[O:17])=[CH:11][CH:12]=1. The yield is 0.660. (7) The reactants are [CH:1]([N:4]1[CH2:9][CH2:8][N:7]([C:10]([C:12]2[CH:13]=[C:14]3[C:18](=[CH:19][CH:20]=2)[NH:17][C:16]([C:21]([N:23]2[CH2:28][CH2:27][N:26]([S:29]([N:32]4[CH2:37][CH2:36][CH2:35][CH2:34][CH2:33]4)(=[O:31])=[O:30])[CH2:25][CH2:24]2)=[O:22])=[CH:15]3)=[O:11])[CH2:6][CH2:5]1)([CH3:3])[CH3:2].[Cl:38][C:39]1[CH:44]=[C:43](B(O)O)[CH:42]=[CH:41][N:40]=1. No catalyst specified. The product is [Cl:38][C:39]1[CH:44]=[C:43]([N:17]2[C:18]3[C:14](=[CH:13][C:12]([C:10]([N:7]4[CH2:8][CH2:9][N:4]([CH:1]([CH3:3])[CH3:2])[CH2:5][CH2:6]4)=[O:11])=[CH:20][CH:19]=3)[CH:15]=[C:16]2[C:21]([N:23]2[CH2:28][CH2:27][N:26]([S:29]([N:32]3[CH2:37][CH2:36][CH2:35][CH2:34][CH2:33]3)(=[O:31])=[O:30])[CH2:25][CH2:24]2)=[O:22])[CH:42]=[CH:41][N:40]=1. The yield is 0.310.